This data is from NCI-60 drug combinations with 297,098 pairs across 59 cell lines. The task is: Regression. Given two drug SMILES strings and cell line genomic features, predict the synergy score measuring deviation from expected non-interaction effect. (1) Drug 1: CC1=C(C=C(C=C1)NC(=O)C2=CC=C(C=C2)CN3CCN(CC3)C)NC4=NC=CC(=N4)C5=CN=CC=C5. Drug 2: CC1C(C(CC(O1)OC2CC(OC(C2O)C)OC3=CC4=CC5=C(C(=O)C(C(C5)C(C(=O)C(C(C)O)O)OC)OC6CC(C(C(O6)C)O)OC7CC(C(C(O7)C)O)OC8CC(C(C(O8)C)O)(C)O)C(=C4C(=C3C)O)O)O)O. Cell line: MOLT-4. Synergy scores: CSS=19.7, Synergy_ZIP=5.21, Synergy_Bliss=4.61, Synergy_Loewe=-29.3, Synergy_HSA=-5.85. (2) Drug 1: CC(C1=C(C=CC(=C1Cl)F)Cl)OC2=C(N=CC(=C2)C3=CN(N=C3)C4CCNCC4)N. Drug 2: COC1=C(C=C2C(=C1)N=CN=C2NC3=CC(=C(C=C3)F)Cl)OCCCN4CCOCC4. Cell line: HT29. Synergy scores: CSS=52.2, Synergy_ZIP=13.6, Synergy_Bliss=15.5, Synergy_Loewe=14.8, Synergy_HSA=15.4. (3) Drug 1: C1=NC2=C(N1)C(=S)N=CN2. Drug 2: CCC1(C2=C(COC1=O)C(=O)N3CC4=CC5=C(C=CC(=C5CN(C)C)O)N=C4C3=C2)O.Cl. Cell line: LOX IMVI. Synergy scores: CSS=57.8, Synergy_ZIP=-1.84, Synergy_Bliss=-3.46, Synergy_Loewe=-6.35, Synergy_HSA=-1.16. (4) Drug 1: COC1=CC(=CC(=C1O)OC)C2C3C(COC3=O)C(C4=CC5=C(C=C24)OCO5)OC6C(C(C7C(O6)COC(O7)C8=CC=CS8)O)O. Drug 2: CC1CCC2CC(C(=CC=CC=CC(CC(C(=O)C(C(C(=CC(C(=O)CC(OC(=O)C3CCCCN3C(=O)C(=O)C1(O2)O)C(C)CC4CCC(C(C4)OC)O)C)C)O)OC)C)C)C)OC. Cell line: UACC62. Synergy scores: CSS=34.0, Synergy_ZIP=-12.9, Synergy_Bliss=-7.16, Synergy_Loewe=-2.69, Synergy_HSA=-1.67. (5) Drug 1: CC1=C(N=C(N=C1N)C(CC(=O)N)NCC(C(=O)N)N)C(=O)NC(C(C2=CN=CN2)OC3C(C(C(C(O3)CO)O)O)OC4C(C(C(C(O4)CO)O)OC(=O)N)O)C(=O)NC(C)C(C(C)C(=O)NC(C(C)O)C(=O)NCCC5=NC(=CS5)C6=NC(=CS6)C(=O)NCCC[S+](C)C)O. Drug 2: C1CN(CCN1C(=O)CCBr)C(=O)CCBr. Cell line: DU-145. Synergy scores: CSS=41.9, Synergy_ZIP=-6.39, Synergy_Bliss=-3.13, Synergy_Loewe=-6.39, Synergy_HSA=1.05. (6) Drug 1: CC1=C2C(C(=O)C3(C(CC4C(C3C(C(C2(C)C)(CC1OC(=O)C(C(C5=CC=CC=C5)NC(=O)C6=CC=CC=C6)O)O)OC(=O)C7=CC=CC=C7)(CO4)OC(=O)C)O)C)OC(=O)C. Synergy scores: CSS=-1.02, Synergy_ZIP=0.0507, Synergy_Bliss=-0.0123, Synergy_Loewe=-2.98, Synergy_HSA=-1.55. Cell line: UO-31. Drug 2: C1CC(=O)NC(=O)C1N2C(=O)C3=CC=CC=C3C2=O. (7) Drug 1: CC1CCC2CC(C(=CC=CC=CC(CC(C(=O)C(C(C(=CC(C(=O)CC(OC(=O)C3CCCCN3C(=O)C(=O)C1(O2)O)C(C)CC4CCC(C(C4)OC)OCCO)C)C)O)OC)C)C)C)OC. Synergy scores: CSS=22.5, Synergy_ZIP=-10.1, Synergy_Bliss=-8.22, Synergy_Loewe=-5.59, Synergy_HSA=-4.08. Cell line: BT-549. Drug 2: CCN(CC)CCCC(C)NC1=C2C=C(C=CC2=NC3=C1C=CC(=C3)Cl)OC.